From a dataset of Forward reaction prediction with 1.9M reactions from USPTO patents (1976-2016). Predict the product of the given reaction. (1) The product is: [NH2:1][C:2]1[C:7]([C:8]#[N:9])=[C:6]([NH:31][CH:29]([C:27]2[N:26]([C:32]3[CH:37]=[CH:36][CH:35]=[C:34]([F:38])[CH:33]=3)[C:25]3[CH:39]=[C:21]([F:20])[CH:22]=[CH:23][C:24]=3[N:28]=2)[CH3:30])[N:5]=[CH:4][N:3]=1. Given the reactants [NH2:1][C:2]1[C:7]([C:8]#[N:9])=[C:6](Cl)[N:5]=[CH:4][N:3]=1.CCN(C(C)C)C(C)C.[F:20][C:21]1[CH:22]=[CH:23][C:24]2[N:28]=[C:27]([CH:29]([NH2:31])[CH3:30])[N:26]([C:32]3[CH:37]=[CH:36][CH:35]=[C:34]([F:38])[CH:33]=3)[C:25]=2[CH:39]=1, predict the reaction product. (2) The product is: [Br:24][C:25]1[CH:26]=[CH:27][C:28]([O:39][CH2:40][CH:41]([CH3:43])[CH3:42])=[C:29]([CH2:31][N:32]2[C:36]([CH3:37])=[CH:35][C:34]([NH:38][C:6]([C:5]3[CH:4]=[CH:3][C:2]([C:1]([O:12][CH3:13])=[O:11])=[CH:10][CH:9]=3)=[O:8])=[N:33]2)[CH:30]=1. Given the reactants [C:1]([O:12][CH3:13])(=[O:11])[C:2]1[CH:10]=[CH:9][C:5]([C:6]([O-:8])=O)=[CH:4][CH:3]=1.ON1C2N=CC=CC=2N=N1.[Br:24][C:25]1[CH:26]=[CH:27][C:28]([O:39][CH2:40][CH:41]([CH3:43])[CH3:42])=[C:29]([CH2:31][N:32]2[C:36]([CH3:37])=[CH:35][C:34]([NH2:38])=[N:33]2)[CH:30]=1, predict the reaction product. (3) Given the reactants [Cl:1][C:2]1[CH:3]=[C:4]([C:9]2([C:24]([F:27])([F:26])[F:25])[CH2:13][C:12]([C:14]3[CH:22]=[CH:21][C:17]([C:18]([OH:20])=O)=[C:16]([CH3:23])[CH:15]=3)=[CH:11][S:10]2)[CH:5]=[C:6]([Cl:8])[CH:7]=1.CN(C)C=O.C(Cl)(=O)C(Cl)=O.Cl.[F:40][C:41]([F:45])([F:44])[CH2:42][NH2:43], predict the reaction product. The product is: [Cl:1][C:2]1[CH:3]=[C:4]([C:9]2([C:24]([F:27])([F:25])[F:26])[CH2:13][C:12]([C:14]3[CH:22]=[CH:21][C:17]([C:18]([NH:43][CH2:42][C:41]([F:45])([F:44])[F:40])=[O:20])=[C:16]([CH3:23])[CH:15]=3)=[CH:11][S:10]2)[CH:5]=[C:6]([Cl:8])[CH:7]=1. (4) Given the reactants [CH2:1]([O:8][C@H:9]1[C@@H:15]([O:16][CH2:17][C:18]2[CH:23]=[CH:22][CH:21]=[CH:20][CH:19]=2)[C@H:14]([O:24][CH2:25][C:26]2[CH:31]=[CH:30][CH:29]=[CH:28][CH:27]=2)[C@@H:13]([CH2:32][O:33][CH2:34][C:35]2[CH:40]=[CH:39][CH:38]=[CH:37][CH:36]=2)[O:12][CH:10]1[OH:11])[C:2]1[CH:7]=[CH:6][CH:5]=[CH:4][CH:3]=1.[OH-].[K+].Br[CH2:44][CH2:45][O:46]C(=O)C(C)(C)C.C1C=CC=CC=1, predict the reaction product. The product is: [CH2:1]([O:8][C@H:9]1[C@@H:15]([O:16][CH2:17][C:18]2[CH:23]=[CH:22][CH:21]=[CH:20][CH:19]=2)[C@H:14]([O:24][CH2:25][C:26]2[CH:27]=[CH:28][CH:29]=[CH:30][CH:31]=2)[C@@H:13]([CH2:32][O:33][CH2:34][C:35]2[CH:36]=[CH:37][CH:38]=[CH:39][CH:40]=2)[O:12][CH:10]1[O:11][CH2:44][CH2:45][OH:46])[C:2]1[CH:3]=[CH:4][CH:5]=[CH:6][CH:7]=1. (5) Given the reactants [CH3:1][N:2]([CH3:27])[C:3](=[O:26])[CH2:4][N:5]1[C:13]2[CH:12]=[CH:11][CH:10]=[CH:9][C:8]=2[C:7]2[CH2:14][CH2:15][N:16](C(OC(C)(C)C)=O)[CH2:17][CH2:18][C:6]1=2.C(C(O)=O)(F)(F)F.[ClH:35], predict the reaction product. The product is: [ClH:35].[CH3:1][N:2]([CH3:27])[C:3](=[O:26])[CH2:4][N:5]1[C:13]2[CH:12]=[CH:11][CH:10]=[CH:9][C:8]=2[C:7]2[CH2:14][CH2:15][NH:16][CH2:17][CH2:18][C:6]1=2. (6) Given the reactants [CH:1]([C:4]1[N:13]([NH:14][C:15]([CH:17]2[CH2:19][CH:18]2[C:20]2[CH:25]=[CH:24][C:23](Cl)=[CH:22][CH:21]=2)=[O:16])[C:12](=[O:27])[C:11]2[C:6](=[CH:7][CH:8]=[CH:9][CH:10]=2)[N:5]=1)([CH3:3])[CH3:2].[F:28]C1C=CC([C@@H]2C[C@H]2C(O)=O)=CC=1, predict the reaction product. The product is: [CH:1]([C:4]1[N:13]([NH:14][C:15]([C@@H:17]2[CH2:19][C@H:18]2[C:20]2[CH:25]=[CH:24][C:23]([F:28])=[CH:22][CH:21]=2)=[O:16])[C:12](=[O:27])[C:11]2[C:6](=[CH:7][CH:8]=[CH:9][CH:10]=2)[N:5]=1)([CH3:3])[CH3:2].